This data is from Cav3 T-type calcium channel HTS with 100,875 compounds. The task is: Binary Classification. Given a drug SMILES string, predict its activity (active/inactive) in a high-throughput screening assay against a specified biological target. (1) The molecule is o1c2c(c(nc3c2cc(OC)cc3)C)cc1C. The result is 0 (inactive). (2) The molecule is Brc1cc2c(nc(N3CCN(CC3)C(=O)CCC(O)=O)nc2cc1)c1c(Cl)cccc1. The result is 0 (inactive). (3) The compound is s1c(C(=O)N2CCCCCC2)c(c(c1N)C(OCC)=O)C. The result is 0 (inactive).